From a dataset of Forward reaction prediction with 1.9M reactions from USPTO patents (1976-2016). Predict the product of the given reaction. (1) The product is: [CH3:18][C:16]1([CH3:19])[O:15][CH:14]2[CH2:20][CH2:21][CH:11]([C:3]3[CH:4]=[CH:5][C:6]([NH2:8])=[CH:7][C:2]=3[F:1])[CH2:12][CH:13]2[O:17]1. Given the reactants [F:1][C:2]1[CH:7]=[C:6]([N+:8]([O-])=O)[CH:5]=[CH:4][C:3]=1[CH:11]1[CH2:21][CH2:20][CH:14]2[O:15][C:16]([CH3:19])([CH3:18])[O:17][CH:13]2[CH2:12]1.[CH2-]C(C)=O.FC1C=C([N+]([O-])=O)C=CC=1C1CCC2OC(C)(C)OC2C1, predict the reaction product. (2) Given the reactants [CH3:1][C:2]([CH3:19])([CH2:5][C:6]#[C:7][C:8]1[CH:13]=[CH:12][C:11]([O:14][C:15]([F:18])([F:17])[F:16])=[CH:10][CH:9]=1)[CH2:3][OH:4].F[C:21](F)(F)S(OS(C(F)(F)F)(=O)=O)(=O)=O.C([C:39]1[CH:44]=[CH:43][CH:42]=[C:41]([C:45]([CH3:48])([CH3:47])C)[N:40]=1)(C)(C)C.[C:49](=[O:52])([O-])[O-:50].[Cs+].[Cs+].[C:55](#N)[CH3:56], predict the reaction product. The product is: [CH2:55]([O:50][C:49](=[O:52])[CH2:21][N:40]1[C:41]2[C:45](=[CH:47][CH:44]=[C:43]([O:4][CH2:3][C:2]([CH3:19])([CH3:1])[CH2:5][C:6]#[C:7][C:8]3[CH:13]=[CH:12][C:11]([O:14][C:15]([F:16])([F:17])[F:18])=[CH:10][CH:9]=3)[CH:42]=2)[CH:48]=[CH:39]1)[CH3:56]. (3) Given the reactants C([O:3][C:4]([C:6]1([C:9]2[CH:14]=[CH:13][C:12]([C:15]3[CH:20]=[CH:19][C:18]([C:21]4[O:25][N:24]=[C:23]([CH3:26])[C:22]=4[NH2:27])=[CH:17][CH:16]=3)=[CH:11][CH:10]=2)[CH2:8][CH2:7]1)=[O:5])C.Cl[C:29]1[C:30]2[C:37]([CH3:38])=[CH:36][S:35][C:31]=2[N:32]=[CH:33][N:34]=1.C1COCC1.[OH-].[Na+], predict the reaction product. The product is: [CH3:26][C:23]1[C:22]([NH:27][C:29]2[C:30]3[C:37]([CH3:38])=[CH:36][S:35][C:31]=3[N:32]=[CH:33][N:34]=2)=[C:21]([C:18]2[CH:19]=[CH:20][C:15]([C:12]3[CH:13]=[CH:14][C:9]([C:6]4([C:4]([OH:3])=[O:5])[CH2:7][CH2:8]4)=[CH:10][CH:11]=3)=[CH:16][CH:17]=2)[O:25][N:24]=1. (4) The product is: [CH3:1][C:2]1[CH:3]=[CH:4][C:5]([N:22]2[CH2:26][CH2:25][CH2:24][CH2:23]2)=[C:6]([CH2:8][N:9]2[CH2:14][CH2:13][NH:12][CH2:11][CH2:10]2)[CH:7]=1. Given the reactants [CH3:1][C:2]1[CH:3]=[CH:4][C:5]([N:22]2[CH2:26][CH2:25][CH2:24][CH2:23]2)=[C:6]([CH2:8][N:9]2[CH2:14][CH2:13][N:12](C(OC(C)(C)C)=O)[CH2:11][CH2:10]2)[CH:7]=1.FC(F)(F)C(O)=O, predict the reaction product.